This data is from TCR-epitope binding with 47,182 pairs between 192 epitopes and 23,139 TCRs. The task is: Binary Classification. Given a T-cell receptor sequence (or CDR3 region) and an epitope sequence, predict whether binding occurs between them. (1) The epitope is KLNVGDYFV. The TCR CDR3 sequence is CASSLAVGVGVYNEQFF. Result: 1 (the TCR binds to the epitope). (2) The epitope is KMKDLSPRW. The TCR CDR3 sequence is CATSSGLAGGVGNEQFF. Result: 1 (the TCR binds to the epitope). (3) The epitope is ILGLPTQTV. The TCR CDR3 sequence is CASSQGTYEQYF. Result: 1 (the TCR binds to the epitope). (4) Result: 0 (the TCR does not bind to the epitope). The epitope is RLRPGGKKK. The TCR CDR3 sequence is CASSLGYEANPARGYGYTF.